From a dataset of Catalyst prediction with 721,799 reactions and 888 catalyst types from USPTO. Predict which catalyst facilitates the given reaction. (1) The catalyst class is: 9. Reactant: Cl[CH2:2][C:3]1[CH:4]=[C:5]([CH:13]=[CH:14][CH:15]=1)[C:6]([O:8][C:9]([CH3:12])([CH3:11])[CH3:10])=[O:7].Cl.[NH2:17][CH2:18][C:19]([O:21][C:22]([CH3:25])([CH3:24])[CH3:23])=[O:20].C(=O)([O-])[O-].[K+].[K+].O. Product: [C:22]([O:21][C:19](=[O:20])[CH2:18][NH:17][CH2:2][C:3]1[CH:4]=[C:5]([CH:13]=[CH:14][CH:15]=1)[C:6]([O:8][C:9]([CH3:12])([CH3:11])[CH3:10])=[O:7])([CH3:25])([CH3:24])[CH3:23]. (2) Reactant: [F:1][C:2]1[CH:7]=[CH:6][CH:5]=[CH:4][C:3]=1[C:8]1[CH:13]=[CH:12][C:11]([C:14]2[NH:18][C:17]3[CH:19]=[C:20](I)[CH:21]=[CH:22][C:16]=3[N:15]=2)=[CH:10][CH:9]=1.[CH3:24][CH:25]([Si:27]([CH:32]([CH3:34])[CH3:33])([CH:29]([CH3:31])[CH3:30])[S-:28])[CH3:26].[K+].O. Product: [F:1][C:2]1[CH:7]=[CH:6][CH:5]=[CH:4][C:3]=1[C:8]1[CH:13]=[CH:12][C:11]([C:14]2[NH:18][C:17]3[CH:19]=[C:20]([S:28][Si:27]([CH:29]([CH3:31])[CH3:30])([CH:32]([CH3:34])[CH3:33])[CH:25]([CH3:24])[CH3:26])[CH:21]=[CH:22][C:16]=3[N:15]=2)=[CH:10][CH:9]=1. The catalyst class is: 368. (3) Reactant: [CH3:1][O:2][CH:3]([CH:37]1[CH2:42][CH2:41][NH:40][CH2:39][CH2:38]1)[C:4]1[CH:32]=[CH:31][C:30]([C:33]([F:36])([F:35])[F:34])=[CH:29][C:5]=1[CH2:6][N:7]([CH2:14][C:15]1[CH:20]=[C:19]([C:21]([F:24])([F:23])[F:22])[CH:18]=[C:17]([C:25]([F:28])([F:27])[F:26])[CH:16]=1)[C:8]1[N:9]=[N:10][N:11]([CH3:13])[N:12]=1.CCN(C(C)C)C(C)C.[C:52](Cl)(Cl)=[O:53].C1(C)C=CC=CC=1.N.[CH2:64]([OH:66])[CH3:65]. Product: [CH2:64]([O:66][C:52]([N:40]1[CH2:39][CH2:38][CH:37]([CH:3]([C:4]2[CH:32]=[CH:31][C:30]([C:33]([F:36])([F:35])[F:34])=[CH:29][C:5]=2[CH2:6][N:7]([CH2:14][C:15]2[CH:20]=[C:19]([C:21]([F:24])([F:23])[F:22])[CH:18]=[C:17]([C:25]([F:28])([F:27])[F:26])[CH:16]=2)[C:8]2[N:9]=[N:10][N:11]([CH3:13])[N:12]=2)[O:2][CH3:1])[CH2:42][CH2:41]1)=[O:53])[CH3:65]. The catalyst class is: 2. (4) Reactant: [Cl:1][C:2]1[C:7](I)=[CH:6][N:5]=[C:4]([O:9][CH3:10])[CH:3]=1.[CH3:11][N:12](C=O)C. Product: [Cl:1][C:2]1[C:7]([C:11]#[N:12])=[CH:6][N:5]=[C:4]([O:9][CH3:10])[CH:3]=1. The catalyst class is: 267.